This data is from Forward reaction prediction with 1.9M reactions from USPTO patents (1976-2016). The task is: Predict the product of the given reaction. Given the reactants Cl[C:2]1[C:7]([C:8]([C:10]2[S:11][CH:12]=[CH:13][CH:14]=2)=O)=[CH:6][N:5]=[C:4]([O:15][C:16]2[CH:21]=[CH:20][CH:19]=[CH:18][C:17]=2[Cl:22])[N:3]=1.[NH2:23][NH2:24], predict the reaction product. The product is: [Cl:22][C:17]1[CH:18]=[CH:19][CH:20]=[CH:21][C:16]=1[O:15][C:4]1[N:3]=[C:2]2[NH:23][N:24]=[C:8]([C:10]3[S:11][CH:12]=[CH:13][CH:14]=3)[C:7]2=[CH:6][N:5]=1.